Task: Predict which catalyst facilitates the given reaction.. Dataset: Catalyst prediction with 721,799 reactions and 888 catalyst types from USPTO (1) Reactant: [CH3:1][C:2]1[N:3]=[C:4]([C:13]2[N:17](C3CCCCO3)[N:16]=[CH:15][CH:14]=2)[C:5]2[CH2:11][CH:10]([CH3:12])[NH:9][CH2:8][C:6]=2[N:7]=1.[F:24][C:25]1[C:33]([C:34]([F:37])([F:36])[F:35])=[CH:32][CH:31]=[CH:30][C:26]=1[C:27](Cl)=[O:28].CCN(C(C)C)C(C)C.C(O)(C(F)(F)F)=O.C([SiH](CC)CC)C. Product: [CH3:1][C:2]1[N:3]=[C:4]([C:13]2[NH:17][N:16]=[CH:15][CH:14]=2)[C:5]2[CH2:11][CH:10]([CH3:12])[N:9]([C:27]([C:26]3[CH:30]=[CH:31][CH:32]=[C:33]([C:34]([F:35])([F:36])[F:37])[C:25]=3[F:24])=[O:28])[CH2:8][C:6]=2[N:7]=1. The catalyst class is: 2. (2) Reactant: [F:1][C:2]1[CH:38]=[CH:37][CH:36]=[C:35]([F:39])[C:3]=1[CH2:4][O:5][C:6]1[C:7]2[N:8]([C:13]([C:17]([NH:19][CH:20]3[CH2:25][N:24](C(OC(C)(C)C)=O)[CH2:23][C:22]([F:34])([F:33])[CH2:21]3)=[O:18])=[C:14]([CH3:16])[N:15]=2)[CH:9]=[C:10]([CH3:12])[CH:11]=1.Cl. Product: [F:39][C:35]1[CH:36]=[CH:37][CH:38]=[C:2]([F:1])[C:3]=1[CH2:4][O:5][C:6]1[C:7]2[N:8]([C:13]([C:17]([NH:19][CH:20]3[CH2:21][C:22]([F:34])([F:33])[CH2:23][NH:24][CH2:25]3)=[O:18])=[C:14]([CH3:16])[N:15]=2)[CH:9]=[C:10]([CH3:12])[CH:11]=1. The catalyst class is: 27. (3) Reactant: [NH2:1][C:2]1[CH:7]=[CH:6][C:5]([C:8]([N:10]2[CH2:15][CH2:14][N:13]([CH2:16][C:17]3[CH:22]=[CH:21][C:20]([C:23]([OH:32])([C:28]([F:31])([F:30])[F:29])[C:24]([F:27])([F:26])[F:25])=[CH:19][CH:18]=3)[CH2:12][CH2:11]2)=[O:9])=[CH:4][C:3]=1[F:33].[C:34](Cl)(=O)[O:35]C1C=CC([N+]([O-])=O)=CC=1.[C:47]([C:51]1[O:55][N:54]=[C:53]([NH2:56])[CH:52]=1)([CH3:50])([CH3:49])[CH3:48]. Product: [C:47]([C:51]1[O:55][N:54]=[C:53]([NH:56][C:34]([NH:1][C:2]2[CH:7]=[CH:6][C:5]([C:8]([N:10]3[CH2:11][CH2:12][N:13]([CH2:16][C:17]4[CH:22]=[CH:21][C:20]([C:23]([OH:32])([C:24]([F:25])([F:26])[F:27])[C:28]([F:30])([F:31])[F:29])=[CH:19][CH:18]=4)[CH2:14][CH2:15]3)=[O:9])=[CH:4][C:3]=2[F:33])=[O:35])[CH:52]=1)([CH3:50])([CH3:49])[CH3:48]. The catalyst class is: 7. (4) Reactant: O[Li].O.[NH:4]1[C:12]2[C:7](=[CH:8][CH:9]=[CH:10][CH:11]=2)[CH2:6][CH2:5]1.Br[CH2:14][C:15]([O:17][CH2:18][CH3:19])=[O:16].[Cl:20][C:21]1[CH:28]=[CH:27][C:24]([CH2:25]Br)=[CH:23][CH:22]=1. Product: [Cl:20][C:21]1[CH:28]=[CH:27][C:24]([CH2:25][CH:14]([N:4]2[C:12]3[C:7](=[CH:8][CH:9]=[CH:10][CH:11]=3)[CH2:6][CH2:5]2)[C:15]([O:17][CH2:18][CH3:19])=[O:16])=[CH:23][CH:22]=1. The catalyst class is: 3. (5) Reactant: [Cl:1][C:2]1[CH:7]=[CH:6][C:5]([C:8]2[CH2:9][CH2:10][N:11]([C:14]([O:16][C:17]([CH3:20])([CH3:19])[CH3:18])=[O:15])[CH2:12][CH:13]=2)=[C:4]([C@@H:21]([N:23]=[N+]=[N-])[CH3:22])[CH:3]=1. Product: [NH2:23][C@H:21]([C:4]1[CH:3]=[C:2]([Cl:1])[CH:7]=[CH:6][C:5]=1[CH:8]1[CH2:13][CH2:12][N:11]([C:14]([O:16][C:17]([CH3:18])([CH3:20])[CH3:19])=[O:15])[CH2:10][CH2:9]1)[CH3:22]. The catalyst class is: 865. (6) Reactant: C([O:3][C:4]([C:6]1([OH:19])[CH2:11][CH2:10][N:9]([C:12]([O:14][C:15]([CH3:18])([CH3:17])[CH3:16])=[O:13])[CH2:8][CH2:7]1)=[O:5])C.[H-].[Na+].I[CH3:23].O[Li].O. Product: [C:15]([O:14][C:12]([N:9]1[CH2:8][CH2:7][C:6]([O:19][CH3:23])([C:4]([OH:3])=[O:5])[CH2:11][CH2:10]1)=[O:13])([CH3:16])([CH3:17])[CH3:18]. The catalyst class is: 18. (7) Reactant: [OH:1][C:2]1[CH:10]=[C:9]2[C:5]([CH:6]=[CH:7][NH:8]2)=[CH:4][CH:3]=1.C([O-])([O-])=O.[Cs+].[Cs+].Cl[C:18]1[S:19][C:20]2[CH:26]=[CH:25][CH:24]=[CH:23][C:21]=2[N:22]=1. Product: [NH:8]1[C:9]2[C:5](=[CH:4][CH:3]=[C:2]([O:1][C:18]3[S:19][C:20]4[CH:26]=[CH:25][CH:24]=[CH:23][C:21]=4[N:22]=3)[CH:10]=2)[CH:6]=[CH:7]1. The catalyst class is: 23.